This data is from Reaction yield outcomes from USPTO patents with 853,638 reactions. The task is: Predict the reaction yield, written as a fraction of the theoretical maximum amount of product (1.0 means a 100% yield; for example, 0.34 means a 34% yield). (1) The reactants are [Br:1][C:2]1[S:3][C:4]([Br:10])=[CH:5][C:6]=1[C:7]([OH:9])=[O:8].S(Cl)(Cl)=O.[CH2:15](O)[CH3:16]. No catalyst specified. The product is [Br:1][C:2]1[S:3][C:4]([Br:10])=[CH:5][C:6]=1[C:7]([O:9][CH2:15][CH3:16])=[O:8]. The yield is 0.920. (2) The reactants are [N:1]1[CH:6]=[CH:5][CH:4]=[CH:3][C:2]=1[N:7]1[CH2:12][CH2:11][NH:10][CH2:9][CH2:8]1.[C:13](N1C=CN=C1)([N:15]1[CH:19]=[CH:18][N:17]=[CH:16]1)=[S:14]. The catalyst is ClCCl. The product is [N:15]1([C:13]([N:10]2[CH2:9][CH2:8][N:7]([C:2]3[CH:3]=[CH:4][CH:5]=[CH:6][N:1]=3)[CH2:12][CH2:11]2)=[S:14])[CH:19]=[CH:18][N:17]=[CH:16]1. The yield is 0.830. (3) The reactants are C(OC([N:6]1[CH:10]=[C:9]([C:11]2[N:16]=[N:15][C:14]([NH2:17])=[N:13][CH:12]=2)[CH:8]=[N:7]1)C)C.Cl[CH:19]([CH2:22][C:23]1[CH:24]=[C:25]2[C:30](=[CH:31][CH:32]=1)[N:29]=[CH:28][CH:27]=[CH:26]2)[CH:20]=O.Cl. The catalyst is C(O)(C)C. The product is [NH:7]1[CH:8]=[C:9]([C:11]2[CH:12]=[N:13][C:14]3[N:15]([C:19]([CH2:22][C:23]4[CH:24]=[C:25]5[C:30](=[CH:31][CH:32]=4)[N:29]=[CH:28][CH:27]=[CH:26]5)=[CH:20][N:17]=3)[N:16]=2)[CH:10]=[N:6]1. The yield is 0.640. (4) The reactants are [NH:1]1[C:9]2[C:4](=[CH:5][C:6]([C:10]([O:12][CH3:13])=[O:11])=[CH:7][CH:8]=2)[CH2:3][CH2:2]1.[CH3:14][O:15][C:16]1[CH:17]=[C:18]([CH:21]=[C:22]([O:26][CH3:27])[C:23]=1[O:24][CH3:25])[CH:19]=O.C([Sn](Cl)(Cl)CCCC)CCC.C1([SiH3])C=CC=CC=1. The catalyst is C1COCC1. The product is [CH3:27][O:26][C:22]1[CH:21]=[C:18]([CH:17]=[C:16]([O:15][CH3:14])[C:23]=1[O:24][CH3:25])[CH2:19][N:1]1[C:9]2[C:4](=[CH:5][C:6]([C:10]([O:12][CH3:13])=[O:11])=[CH:7][CH:8]=2)[CH2:3][CH2:2]1. The yield is 0.710. (5) The reactants are [CH3:1][NH:2][C:3]1[N:4]=[C:5]([O:21][C:22](=[O:36])[N:23]([C:30]2[CH:35]=[CH:34][CH:33]=[CH:32][CH:31]=2)[C:24]2[CH:29]=[CH:28][CH:27]=[CH:26][CH:25]=2)[C:6]2[N:7]=[CH:8][N:9]([C:19]=2[N:20]=1)[C@@H:10]1[O:18][C@H:15]([CH2:16][OH:17])[C@@H:13]([OH:14])[C@H:11]1[OH:12].[CH3:37][O:38][C:39]1[CH:60]=[CH:59][C:42]([C:43](Cl)([C:52]2[CH:57]=[CH:56][CH:55]=[CH:54][CH:53]=2)[C:44]2[CH:49]=[CH:48][C:47]([O:50][CH3:51])=[CH:46][CH:45]=2)=[CH:41][CH:40]=1.C1(C)C=CC=CC=1. The catalyst is CN(C)C1C=CN=CC=1.N1C=CC=CC=1. The product is [CH3:51][O:50][C:47]1[CH:46]=[CH:45][C:44]([C:43]([O:17][CH2:16][C@H:15]2[O:18][C@@H:10]([N:9]3[C:19]4[N:20]=[C:3]([NH:2][CH3:1])[N:4]=[C:5]([O:21][C:22](=[O:36])[N:23]([C:24]5[CH:29]=[CH:28][CH:27]=[CH:26][CH:25]=5)[C:30]5[CH:35]=[CH:34][CH:33]=[CH:32][CH:31]=5)[C:6]=4[N:7]=[CH:8]3)[C@H:11]([OH:12])[C@@H:13]2[OH:14])([C:52]2[CH:53]=[CH:54][CH:55]=[CH:56][CH:57]=2)[C:42]2[CH:59]=[CH:60][C:39]([O:38][CH3:37])=[CH:40][CH:41]=2)=[CH:49][CH:48]=1. The yield is 0.670. (6) The catalyst is ClCCl. The product is [F:1][C:2]1[CH:7]=[C:6]([CH3:8])[CH:5]=[C:4]([N+:10]([O-:12])=[O:11])[C:3]=1[OH:9]. The reactants are [F:1][C:2]1[CH:7]=[C:6]([CH3:8])[CH:5]=[CH:4][C:3]=1[OH:9].[N+:10]([O-])([OH:12])=[O:11]. The yield is 0.590. (7) The reactants are [OH:1][C:2]1[CH:10]=[CH:9][C:5]([CH2:6][C:7]#[N:8])=[CH:4][CH:3]=1.[CH2:11](Br)[C:12]1[CH:17]=[CH:16][CH:15]=[CH:14][CH:13]=1.C(=O)([O-])[O-].[K+].[K+]. The catalyst is CC(C)=O.C(OCC)(=O)C. The product is [CH2:11]([O:1][C:2]1[CH:10]=[CH:9][C:5]([CH2:6][C:7]#[N:8])=[CH:4][CH:3]=1)[C:12]1[CH:17]=[CH:16][CH:15]=[CH:14][CH:13]=1. The yield is 0.950. (8) The reactants are [Cl:1][C:2]1[C:11]2[C:6](=[CH:7][CH:8]=[CH:9][CH:10]=2)[C:5]([OH:12])=[CH:4][N:3]=1.[Si](C=[N+]=[N-])(C)(C)[CH3:14]. The catalyst is C(#N)C. The product is [Cl:1][C:2]1[C:11]2[C:6](=[CH:7][CH:8]=[CH:9][CH:10]=2)[C:5]([O:12][CH3:14])=[CH:4][N:3]=1. The yield is 0.464.